Dataset: Forward reaction prediction with 1.9M reactions from USPTO patents (1976-2016). Task: Predict the product of the given reaction. Given the reactants [CH3:1][O:2][C:3]([NH:5][C@H:6]([C:20]([NH:22][CH2:23][CH2:24][C:25]([F:35])([F:34])[CH2:26][C@@H:27]([C:29]([O:31][CH2:32][CH3:33])=[O:30])[NH2:28])=[O:21])[CH:7]([C:14]1[CH:19]=[CH:18][CH:17]=[CH:16][CH:15]=1)[C:8]1[CH:13]=[CH:12][CH:11]=[CH:10][CH:9]=1)=[O:4].[N+:36]([C:39]1[CH:44]=[CH:43][C:42]([S:45](Cl)(=[O:47])=[O:46])=[CH:41][CH:40]=1)([O-:38])=[O:37], predict the reaction product. The product is: [CH3:1][O:2][C:3]([NH:5][C@H:6]([C:20]([NH:22][CH2:23][CH2:24][C:25]([F:34])([F:35])[CH2:26][C@@H:27]([C:29]([O:31][CH2:32][CH3:33])=[O:30])[NH:28][S:45]([C:42]1[CH:41]=[CH:40][C:39]([N+:36]([O-:38])=[O:37])=[CH:44][CH:43]=1)(=[O:46])=[O:47])=[O:21])[CH:7]([C:14]1[CH:19]=[CH:18][CH:17]=[CH:16][CH:15]=1)[C:8]1[CH:9]=[CH:10][CH:11]=[CH:12][CH:13]=1)=[O:4].